From a dataset of Full USPTO retrosynthesis dataset with 1.9M reactions from patents (1976-2016). Predict the reactants needed to synthesize the given product. (1) The reactants are: [CH:1]([C:3]1[CH:10]=[CH:9][C:6]([CH2:7][Cl:8])=[CH:5][CH:4]=1)=[CH2:2].[OH:11][CH2:12][CH2:13][N:14]1[CH2:19][CH2:18][CH2:17][CH2:16][CH2:15]1. Given the product [Cl-:8].[CH:1]([C:3]1[CH:10]=[CH:9][C:6]([CH2:7][N+:14]2([CH2:13][CH2:12][OH:11])[CH2:19][CH2:18][CH2:17][CH2:16][CH2:15]2)=[CH:5][CH:4]=1)=[CH2:2], predict the reactants needed to synthesize it. (2) Given the product [ClH:3].[N:14]1([CH:19]2[CH2:24][CH2:23][N:22]([P:1]([Cl:5])([Cl:3])=[O:2])[CH2:21][CH2:20]2)[CH2:18][CH2:17][CH2:16][CH2:15]1, predict the reactants needed to synthesize it. The reactants are: [P:1]([Cl:5])(Cl)([Cl:3])=[O:2].N1C(C)=CC=CC=1C.[N:14]1([CH:19]2[CH2:24][CH2:23][NH:22][CH2:21][CH2:20]2)[CH2:18][CH2:17][CH2:16][CH2:15]1. (3) Given the product [CH3:1][O:2][C:3]1[CH:4]=[CH:5][C:6]([CH2:7][N:8]2[N:12]=[N:11][C:10]([C:13]3[C:18](=[O:19])[N:17]4[CH:20]=[CH:21][C:22]([C:24]([OH:26])=[O:25])=[CH:23][C:16]4=[N:15][CH:14]=3)=[N:9]2)=[CH:29][CH:30]=1, predict the reactants needed to synthesize it. The reactants are: [CH3:1][O:2][C:3]1[CH:30]=[CH:29][C:6]([CH2:7][N:8]2[N:12]=[N:11][C:10]([C:13]3[C:18](=[O:19])[N:17]4[CH:20]=[CH:21][C:22]([C:24]([O:26]CC)=[O:25])=[CH:23][C:16]4=[N:15][CH:14]=3)=[N:9]2)=[CH:5][CH:4]=1.[OH-].[Na+].Cl.O. (4) Given the product [OH:42][CH2:41][C:37]1([NH:36][CH:19]=[C:3]([C:2](=[O:1])[C:9]2[CH:14]=[C:13]([F:15])[C:12]([F:16])=[C:11]([F:17])[C:10]=2[F:18])[C:4]([O:6][CH2:7][CH3:8])=[O:5])[CH2:40][CH2:39][CH2:38]1, predict the reactants needed to synthesize it. The reactants are: [O:1]=[C:2]([C:9]1[CH:14]=[C:13]([F:15])[C:12]([F:16])=[C:11]([F:17])[C:10]=1[F:18])[CH2:3][C:4]([O:6][CH2:7][CH3:8])=[O:5].[CH3:19]C(OC(C)=O)=O.C(OCC)(OCC)OCC.[NH2:36][C:37]1([CH2:41][OH:42])[CH2:40][CH2:39][CH2:38]1.C(N(CC)CC)C. (5) The reactants are: [F:1][C:2]([Si](C)(C)C)([F:4])[F:3].[F-:9].[CH2:10]([N+](CCCC)(CCCC)CCCC)[CH2:11][CH2:12]C.[O:27]1[CH2:31][CH2:30][CH2:29][CH2:28]1. Given the product [F:9][C:12]1[CH:11]=[CH:10][C:30]([CH:31]([OH:27])[C:2]([F:4])([F:3])[F:1])=[CH:29][CH:28]=1, predict the reactants needed to synthesize it.